This data is from NCI-60 drug combinations with 297,098 pairs across 59 cell lines. The task is: Regression. Given two drug SMILES strings and cell line genomic features, predict the synergy score measuring deviation from expected non-interaction effect. (1) Drug 1: C1CNP(=O)(OC1)N(CCCl)CCCl. Drug 2: CC1CCCC2(C(O2)CC(NC(=O)CC(C(C(=O)C(C1O)C)(C)C)O)C(=CC3=CSC(=N3)C)C)C. Cell line: RXF 393. Synergy scores: CSS=18.3, Synergy_ZIP=0.553, Synergy_Bliss=-4.40, Synergy_Loewe=-31.9, Synergy_HSA=-8.63. (2) Drug 1: C1CCN(CC1)CCOC2=CC=C(C=C2)C(=O)C3=C(SC4=C3C=CC(=C4)O)C5=CC=C(C=C5)O. Drug 2: C(CN)CNCCSP(=O)(O)O. Cell line: HCT116. Synergy scores: CSS=25.9, Synergy_ZIP=2.83, Synergy_Bliss=8.21, Synergy_Loewe=5.48, Synergy_HSA=4.90. (3) Drug 1: C1CN1C2=NC(=NC(=N2)N3CC3)N4CC4. Drug 2: C1=NC2=C(N1)C(=S)N=CN2. Cell line: NCI-H522. Synergy scores: CSS=53.4, Synergy_ZIP=-4.70, Synergy_Bliss=-7.01, Synergy_Loewe=-2.53, Synergy_HSA=-0.498. (4) Drug 1: CS(=O)(=O)C1=CC(=C(C=C1)C(=O)NC2=CC(=C(C=C2)Cl)C3=CC=CC=N3)Cl. Cell line: A549. Drug 2: CC1=C2C(C(=O)C3(C(CC4C(C3C(C(C2(C)C)(CC1OC(=O)C(C(C5=CC=CC=C5)NC(=O)C6=CC=CC=C6)O)O)OC(=O)C7=CC=CC=C7)(CO4)OC(=O)C)O)C)OC(=O)C. Synergy scores: CSS=63.3, Synergy_ZIP=14.6, Synergy_Bliss=11.5, Synergy_Loewe=-7.12, Synergy_HSA=12.6. (5) Drug 1: CC12CCC(CC1=CCC3C2CCC4(C3CC=C4C5=CN=CC=C5)C)O. Drug 2: CC1C(C(CC(O1)OC2CC(CC3=C2C(=C4C(=C3O)C(=O)C5=CC=CC=C5C4=O)O)(C(=O)C)O)N)O. Cell line: MDA-MB-231. Synergy scores: CSS=42.1, Synergy_ZIP=-0.622, Synergy_Bliss=2.89, Synergy_Loewe=-25.0, Synergy_HSA=4.40. (6) Drug 1: C1=NC2=C(N1)C(=S)N=C(N2)N. Drug 2: CN(CCCl)CCCl.Cl. Cell line: A498. Synergy scores: CSS=15.0, Synergy_ZIP=-6.92, Synergy_Bliss=-3.45, Synergy_Loewe=-7.10, Synergy_HSA=-4.15. (7) Drug 1: C1CCC(C(C1)N)N.C(=O)(C(=O)[O-])[O-].[Pt+4]. Drug 2: CC1C(C(CC(O1)OC2CC(CC3=C2C(=C4C(=C3O)C(=O)C5=CC=CC=C5C4=O)O)(C(=O)C)O)N)O. Cell line: K-562. Synergy scores: CSS=43.0, Synergy_ZIP=-10.1, Synergy_Bliss=-10.8, Synergy_Loewe=-6.78, Synergy_HSA=-6.24.